This data is from NCI-60 drug combinations with 297,098 pairs across 59 cell lines. The task is: Regression. Given two drug SMILES strings and cell line genomic features, predict the synergy score measuring deviation from expected non-interaction effect. (1) Drug 1: CC1=CC2C(CCC3(C2CCC3(C(=O)C)OC(=O)C)C)C4(C1=CC(=O)CC4)C. Drug 2: CC1C(C(CC(O1)OC2CC(OC(C2O)C)OC3=CC4=CC5=C(C(=O)C(C(C5)C(C(=O)C(C(C)O)O)OC)OC6CC(C(C(O6)C)O)OC7CC(C(C(O7)C)O)OC8CC(C(C(O8)C)O)(C)O)C(=C4C(=C3C)O)O)O)O. Cell line: NCI-H460. Synergy scores: CSS=1.55, Synergy_ZIP=-0.0404, Synergy_Bliss=3.32, Synergy_Loewe=2.87, Synergy_HSA=3.00. (2) Drug 1: C1=CC(=C2C(=C1NCCNCCO)C(=O)C3=C(C=CC(=C3C2=O)O)O)NCCNCCO. Drug 2: COC1=NC(=NC2=C1N=CN2C3C(C(C(O3)CO)O)O)N. Cell line: SNB-19. Synergy scores: CSS=34.5, Synergy_ZIP=7.90, Synergy_Bliss=6.96, Synergy_Loewe=-37.4, Synergy_HSA=2.08.